From a dataset of Full USPTO retrosynthesis dataset with 1.9M reactions from patents (1976-2016). Predict the reactants needed to synthesize the given product. (1) Given the product [NH2:1][C:2]1[CH:10]=[CH:9][C:8]([C:11]([F:12])([F:13])[F:14])=[CH:7][C:3]=1[C:4]([O:6][CH3:20])=[O:5], predict the reactants needed to synthesize it. The reactants are: [NH2:1][C:2]1[CH:10]=[CH:9][C:8]([C:11]([F:14])([F:13])[F:12])=[CH:7][C:3]=1[C:4]([OH:6])=[O:5].S(=O)(=O)(O)O.[CH3:20]O. (2) Given the product [O:1]=[S:2]1(=[O:23])[CH2:6][C:5]2[CH:7]=[C:8]([C:11]3[C:20]4[C:15](=[CH:16][CH:17]=[C:31]([C:32]([OH:27])=[O:24])[CH:19]=4)[CH:14]=[N:13][CH:12]=3)[CH:9]=[CH:10][C:4]=2[NH:3]1, predict the reactants needed to synthesize it. The reactants are: [O:1]=[S:2]1(=[O:23])[CH2:6][C:5]2[CH:7]=[C:8]([C:11]3[C:20]4[C:15](=[CH:16][CH:17]=C(C#N)[CH:19]=4)[CH:14]=[N:13][CH:12]=3)[CH:9]=[CH:10][C:4]=2[NH:3]1.[OH-:24].[Na+].Cl.[O:27]1[CH2:32][CH2:31]OCC1. (3) The reactants are: [S:1]1[CH2:6][CH2:5][CH2:4][S:3][CH2:2]1.C([Li])CCC.[CH3:12][CH2:13][CH:14]=[CH:15][SiH:16]([CH2:23]F)[C:17]1[CH:22]=[CH:21][CH:20]=[CH:19][CH:18]=1. Given the product [CH2:15]([SiH:16]([CH2:23][CH:2]1[S:3][CH2:4][CH2:5][CH2:6][S:1]1)[C:17]1[CH:22]=[CH:21][CH:20]=[CH:19][CH:18]=1)[CH2:14][CH:13]=[CH2:12], predict the reactants needed to synthesize it.